From a dataset of Forward reaction prediction with 1.9M reactions from USPTO patents (1976-2016). Predict the product of the given reaction. Given the reactants C(#N)C1C(=CC=CC=1)C#N.[Cl-:11].[Al+3:12].[Cl-].[Cl-].N.[CH:16]1[CH:17]=[CH:18][C:19]2[C:20](=[C:22]3[N:54]=[C:53]4[N:55]=[C:46]([C:47]5[CH:48]=[CH:49][CH:50]=[CH:51][C:52]=54)[N:45]=[C:43]4[NH:44][C:36]([C:37]5[CH:38]=[CH:39][CH:40]=[CH:41][C:42]=54)=[N:35][C:33]4=[N:34][C:26]([C:27]5[CH:28]=[CH:29][CH:30]=[CH:31][C:32]=54)=[N:25][C:24]=2[NH:23]3)[CH:21]=1, predict the reaction product. The product is: [CH:17]1[CH:18]=[C:19]2[C:24]3[N-:23][C:22]([C:20]2=[CH:21][CH:16]=1)=[N:54][C:53]1=[N:55][C:46]([C:47]2[C:52]1=[CH:51][CH:50]=[CH:49][CH:48]=2)=[N:45][C:43]1=[N:44][C:36]([C:37]2[C:42]1=[CH:41][CH:40]=[CH:39][CH:38]=2)=[N:35][C:33]1[N-:34][C:26](=[C:27]2[C:32]=1[CH:31]=[CH:30][CH:29]=[CH:28]2)[N:25]=3.[Al+3:12].[Cl-:11].